This data is from Full USPTO retrosynthesis dataset with 1.9M reactions from patents (1976-2016). The task is: Predict the reactants needed to synthesize the given product. (1) Given the product [OH:41][C:28]1[C:27](=[O:26])[N:16]([C:17]2[N:18]=[N:19][C:20]([CH3:23])=[CH:21][CH:22]=2)[CH:12]([C:11]2[CH:14]=[CH:15][C:8]([O:7][CH:4]3[CH2:5][CH2:6][O:1][CH2:2][CH2:3]3)=[CH:9][CH:10]=2)[C:29]=1[C:30](=[O:31])[C:32]1[CH:37]=[CH:36][C:35]([CH:38]([CH3:40])[CH3:39])=[CH:34][CH:33]=1, predict the reactants needed to synthesize it. The reactants are: [O:1]1[CH2:6][CH2:5][CH:4]([O:7][C:8]2[CH:15]=[CH:14][C:11]([CH:12]=O)=[CH:10][CH:9]=2)[CH2:3][CH2:2]1.[NH2:16][C:17]1[N:18]=[N:19][C:20]([CH3:23])=[CH:21][CH:22]=1.C([O:26][C:27](=O)[C:28]([OH:41])=[CH:29][C:30]([C:32]1[CH:37]=[CH:36][C:35]([CH:38]([CH3:40])[CH3:39])=[CH:34][CH:33]=1)=[O:31])C. (2) Given the product [NH2:1][C:2]1[N:6]([C:7]2[CH:8]=[CH:9][C:10]([F:13])=[CH:11][CH:12]=2)[N:5]=[CH:4][C:3]=1[C:14](=[O:30])[C:15]1[CH:20]=[CH:19][CH:18]=[C:17]([CH2:21][CH2:22][CH2:23][N:24]2[CH2:25][CH2:26][O:27][CH2:28][CH2:29]2)[CH:16]=1, predict the reactants needed to synthesize it. The reactants are: [NH2:1][C:2]1[N:6]([C:7]2[CH:12]=[CH:11][C:10]([F:13])=[CH:9][CH:8]=2)[N:5]=[CH:4][C:3]=1[C:14](=[O:30])[C:15]1[CH:20]=[CH:19][CH:18]=[C:17]([C:21]#[C:22][CH2:23][N:24]2[CH2:29][CH2:28][O:27][CH2:26][CH2:25]2)[CH:16]=1. (3) Given the product [CH2:35]([O:38][N:39]([C@H:52]1[CH2:57][N:56]([C:58]([O:60][C:61]([CH3:63])([CH3:64])[CH3:62])=[O:59])[C@H:55]([C:65](=[O:67])[NH2:5])[C:54]([CH:68]([CH3:70])[CH3:69])=[CH:53]1)[S:40]([C:43]1[CH:48]=[CH:47][CH:46]=[CH:45][C:44]=1[N+:49]([O-:51])=[O:50])(=[O:41])=[O:42])[CH:36]=[CH2:37], predict the reactants needed to synthesize it. The reactants are: C(O[N:5]([C@H]1CN(C(OC(C)(C)C)=O)[C@H](C(=O)N)C(C)=C1)S(C1C=CC=CC=1[N+]([O-])=O)(=O)=O)C=C.[CH2:35]([O:38][N:39]([C@H:52]1[CH2:57][N:56]([C:58]([O:60][C:61]([CH3:64])([CH3:63])[CH3:62])=[O:59])[C@H:55]([C:65]([OH:67])=O)[C:54]([CH:68]([CH3:70])[CH3:69])=[CH:53]1)[S:40]([C:43]1[CH:48]=[CH:47][CH:46]=[CH:45][C:44]=1[N+:49]([O-:51])=[O:50])(=[O:42])=[O:41])[CH:36]=[CH2:37]. (4) Given the product [C:14]([O:13][CH2:12][CH:11]([C:17]1[N:18]=[C:19]([NH2:22])[S:20][CH:21]=1)[CH2:10][O:9][C:6](=[O:8])[CH3:7])(=[O:16])[CH3:15], predict the reactants needed to synthesize it. The reactants are: C(NCC)C.[C:6]([O:9][CH2:10][CH:11]([C:17]1[N:18]=[C:19]([NH:22]C(OCC=C)=O)[S:20][CH:21]=1)[CH2:12][O:13][C:14](=[O:16])[CH3:15])(=[O:8])[CH3:7]. (5) Given the product [CH2:1]([N:8]1[C:16]([Cl:26])=[C:15]2[C:10]([CH:11]=[C:12]([B:17]3[O:18][C:19]([CH3:25])([CH3:24])[C:20]([CH3:23])([CH3:22])[O:21]3)[CH:13]=[CH:14]2)=[N:9]1)[C:2]1[CH:3]=[CH:4][CH:5]=[CH:6][CH:7]=1, predict the reactants needed to synthesize it. The reactants are: [CH2:1]([N:8]1[CH:16]=[C:15]2[C:10]([CH:11]=[C:12]([B:17]3[O:21][C:20]([CH3:23])([CH3:22])[C:19]([CH3:25])([CH3:24])[O:18]3)[CH:13]=[CH:14]2)=[N:9]1)[C:2]1[CH:7]=[CH:6][CH:5]=[CH:4][CH:3]=1.[Cl:26]N1C(=O)CCC1=O. (6) Given the product [CH2:22]([O:21][C:19]([C:18]1[N:8]([C:6]2[CH:7]=[C:2]([Cl:1])[CH:3]=[CH:4][C:5]=2[F:16])[N:9]=[C:10]([C:11](=[O:12])[NH2:13])[C:14]=1[NH2:15])=[O:20])[CH3:23], predict the reactants needed to synthesize it. The reactants are: [Cl:1][C:2]1[CH:3]=[CH:4][C:5]([F:16])=[C:6]([NH:8][N:9]=[C:10]([C:14]#[N:15])[C:11]([NH2:13])=[O:12])[CH:7]=1.Br[CH2:18][C:19]([O:21][CH2:22][CH3:23])=[O:20].